From a dataset of Retrosynthesis with 50K atom-mapped reactions and 10 reaction types from USPTO. Predict the reactants needed to synthesize the given product. (1) Given the product CC(C)(C)OC(=O)N1CCC(c2ccccc2Sc2ccc(Cl)cc2)CC1, predict the reactants needed to synthesize it. The reactants are: CC(C)(C)OC(=O)N1CCC(O)(c2ccccc2Sc2ccc(Cl)cc2)CC1. (2) Given the product C[C@H](NC(=O)CCl)C(=O)O, predict the reactants needed to synthesize it. The reactants are: C[C@H](N)C(=O)O.O=C(Cl)CCl. (3) Given the product C(#Cc1ncccn1)CCc1ccccc1, predict the reactants needed to synthesize it. The reactants are: Brc1ncccn1.C#CCCc1ccccc1. (4) Given the product CC(C)N1CC[C@@H](N2C(=O)S/C(=C\c3ccc4c(cnn4Cc4ccc(Cl)cc4C(F)(F)F)c3)C2=O)[C@H](F)C1, predict the reactants needed to synthesize it. The reactants are: CC(C)=O.O=C1S/C(=C\c2ccc3c(cnn3Cc3ccc(Cl)cc3C(F)(F)F)c2)C(=O)N1[C@@H]1CCNC[C@H]1F. (5) Given the product CCCSc1cccc(OC(F)F)c1C#N, predict the reactants needed to synthesize it. The reactants are: CCCS.N#Cc1c(F)cccc1OC(F)F. (6) Given the product O=C(O)C1Oc2ccc(Cl)nc2-c2cc3c(F)cccc3n21, predict the reactants needed to synthesize it. The reactants are: CCOC(=O)C1Oc2ccc(Cl)nc2-c2cc3c(F)cccc3n21.